This data is from Forward reaction prediction with 1.9M reactions from USPTO patents (1976-2016). The task is: Predict the product of the given reaction. (1) Given the reactants [CH3:1][O:2][C:3]1[CH:4]=[C:5]2[C:10](=[CH:11][CH:12]=1)[CH:9]=[C:8]([C:13](=O)[CH2:14][CH2:15][C:16]([C:18]1[CH:23]=[CH:22][CH:21]=[CH:20][CH:19]=1)=O)[CH:7]=[CH:6]2.[CH3:25][NH2:26], predict the reaction product. The product is: [CH3:1][O:2][C:3]1[CH:4]=[C:5]2[C:10](=[CH:11][CH:12]=1)[CH:9]=[C:8]([C:13]1[N:26]([CH3:25])[C:16]([C:18]3[CH:23]=[CH:22][CH:21]=[CH:20][CH:19]=3)=[CH:15][CH:14]=1)[CH:7]=[CH:6]2. (2) Given the reactants C1(C)C=CC=CC=1.[CH3:8][N:9]1[C:18]2[C:13](=[CH:14][CH:15]=[C:16](C(O)=O)[CH:17]=2)[CH2:12][CH2:11][C:10]1=[O:22].C1(P([N:37]=[N+]=[N-])(C2C=CC=CC=2)=O)C=CC=CC=1.C(O)(C)(C)C, predict the reaction product. The product is: [NH2:37][C:16]1[CH:17]=[C:18]2[C:13]([CH2:12][CH2:11][C:10](=[O:22])[N:9]2[CH3:8])=[CH:14][CH:15]=1. (3) Given the reactants ClC(Cl)(Cl)C([C:5]1[NH:6][CH:7]=[C:8]([Cl:10])[CH:9]=1)=O.[CH3:13][O-:14].[Na+].[CH3:16][OH:17], predict the reaction product. The product is: [Cl:10][C:8]1[CH:9]=[C:5]([C:13]([O:17][CH3:16])=[O:14])[NH:6][CH:7]=1.